From a dataset of Forward reaction prediction with 1.9M reactions from USPTO patents (1976-2016). Predict the product of the given reaction. (1) The product is: [CH3:1][N:2]1[C:3]2[CH:8]=[CH:7][CH:6]=[CH:5][C:4]=2[O:9][CH2:16][C:17]1=[O:18]. Given the reactants [CH3:1][NH:2][C:3]1[CH:8]=[CH:7][CH:6]=[CH:5][C:4]=1[OH:9].C([O-])(O)=O.[Na+].Cl[CH2:16][C:17](Cl)=[O:18], predict the reaction product. (2) Given the reactants Br[C:2]1[CH:3]=[CH:4][C:5]([NH:8][C:9](=[O:21])[CH2:10][N:11]2[CH2:16][CH2:15][N:14]3[C:17](=[O:20])[CH2:18][CH2:19][CH:13]3[CH2:12]2)=[N:6][CH:7]=1.[F:22][C:23]1[CH:24]=[C:25](B(O)O)[CH:26]=[C:27]([F:29])[CH:28]=1, predict the reaction product. The product is: [F:22][C:23]1[CH:24]=[C:25]([C:2]2[CH:3]=[CH:4][C:5]([NH:8][C:9](=[O:21])[CH2:10][N:11]3[CH2:16][CH2:15][N:14]4[C:17](=[O:20])[CH2:18][CH2:19][CH:13]4[CH2:12]3)=[N:6][CH:7]=2)[CH:26]=[C:27]([F:29])[CH:28]=1. (3) Given the reactants [O:1]1[CH2:6][CH2:5][N:4]([C:7]2[CH:12]=[CH:11][C:10]([C:13]3[NH:14][C:15]4[C:20]([N:21]=3)=[C:19]([C:22]3[CH:23]=[CH:24][C:25]([O:30][CH:31]5[CH2:36][CH2:35][NH:34][CH2:33][CH2:32]5)=[C:26]([CH:29]=3)[C:27]#[N:28])[N:18]=[CH:17][N:16]=4)=[CH:9][CH:8]=2)[CH2:3][CH2:2]1.[S:37](N)([NH2:40])(=[O:39])=[O:38], predict the reaction product. The product is: [C:27]([C:26]1[CH:29]=[C:22]([C:19]2[N:18]=[CH:17][N:16]=[C:15]3[C:20]=2[N:21]=[C:13]([C:10]2[CH:9]=[CH:8][C:7]([N:4]4[CH2:5][CH2:6][O:1][CH2:2][CH2:3]4)=[CH:12][CH:11]=2)[NH:14]3)[CH:23]=[CH:24][C:25]=1[O:30][CH:31]1[CH2:36][CH2:35][N:34]([S:37]([NH2:40])(=[O:39])=[O:38])[CH2:33][CH2:32]1)#[N:28]. (4) Given the reactants [CH2:1]1[C:9]2[C:8]3[CH:10]=[CH:11][CH:12]=[CH:13][C:7]=3[O:6][C:5]=2[CH2:4][CH2:3][CH:2]1[NH2:14].[C:15]1([CH3:24])[C:16]([C:21](Cl)=[O:22])=[CH:17][CH:18]=[CH:19][CH:20]=1.C(N(CC)CC)C, predict the reaction product. The product is: [CH3:24][C:15]1[CH:20]=[CH:19][CH:18]=[CH:17][C:16]=1[C:21]([NH:14][C:2]1[CH:3]=[CH:4][C:5]2[O:6][C:7]3[CH2:13][CH2:12][CH2:11][CH2:10][C:8]=3[C:9]=2[CH:1]=1)=[O:22]. (5) The product is: [Br:1][C:2]1[CH:15]=[C:14]2[C:5]([O:6][CH2:7][CH2:8][N:9]3[C:13]2=[N:12][C:11]([C:66]2[N:69]([CH:24]([CH3:64])[CH3:23])[N:22]=[C:19]([CH3:20])[N:21]=2)=[CH:10]3)=[CH:4][C:3]=1[CH3:17]. Given the reactants [Br:1][C:2]1[CH:15]=[C:14]2[C:5]([O:6][CH2:7][CH2:8][N:9]3[C:13]2=[N:12][C:11](I)=[CH:10]3)=[CH:4][C:3]=1[CH3:17].Cl.[C:19]([NH2:22])(=[NH:21])[CH3:20].[CH3:23][C:24]1([CH3:64])C2C(=C(P(C3C=CC=CC=3)C3C=CC=CC=3)C=CC=2)OC2C(P(C3C=CC=CC=3)C3C=CC=CC=3)=CC=CC1=2.Cl.[CH:66]([NH:69]N)(C)C, predict the reaction product. (6) Given the reactants CC([O-])(C)C.[K+].O1CCOCC1.[NH2:13][C:14]1[S:15][C:16]([C:21]([CH3:29])([C:23]2[CH:28]=[CH:27][CH:26]=[CH:25][N:24]=2)[CH3:22])=[CH:17][C:18]=1[C:19]#[N:20].[C:30]([C:32]1[CH:37]=[CH:36][CH:35]=[C:34]([C:38]#[N:39])[CH:33]=1)#[N:31], predict the reaction product. The product is: [NH2:20][C:19]1[C:18]2[CH:17]=[C:16]([C:21]([CH3:29])([C:23]3[CH:28]=[CH:27][CH:26]=[CH:25][N:24]=3)[CH3:22])[S:15][C:14]=2[N:13]=[C:30]([C:32]2[CH:33]=[C:34]([CH:35]=[CH:36][CH:37]=2)[C:38]#[N:39])[N:31]=1. (7) Given the reactants [N:1]1([C:7](=[NH:10])[NH:8][NH2:9])[CH2:6][CH2:5][O:4][CH2:3][CH2:2]1.[C:11]([O:14][CH2:12][CH3:11])(=[O:13])[C:12]([O:14][CH2:15][CH3:15])=[O:13], predict the reaction product. The product is: [O:4]1[CH2:5][CH2:6][N:1]([C:7]2[NH:10][C:11]([C:12]([O:14][CH3:15])=[O:13])=[N:9][N:8]=2)[CH2:2][CH2:3]1.